Dataset: Forward reaction prediction with 1.9M reactions from USPTO patents (1976-2016). Task: Predict the product of the given reaction. (1) Given the reactants C(OC(=O)[NH:7][C:8]([C:11](=[O:42])[NH:12][C@H:13]([CH2:33][O:34][CH2:35][C:36]1[CH:41]=[CH:40][CH:39]=[CH:38][CH:37]=1)[C:14](=[O:32])[N:15]1[CH2:20][CH2:19][N:18]2[C:21](=[O:24])[CH2:22][CH2:23][C:17]2([CH2:25][C:26]2[CH:31]=[CH:30][CH:29]=[CH:28][N:27]=2)[CH2:16]1)([CH3:10])[CH3:9])(C)(C)C.Cl, predict the reaction product. The product is: [NH2:7][C:8]([CH3:10])([CH3:9])[C:11]([NH:12][C@H:13]([CH2:33][O:34][CH2:35][C:36]1[CH:37]=[CH:38][CH:39]=[CH:40][CH:41]=1)[C:14](=[O:32])[N:15]1[CH2:20][CH2:19][N:18]2[C:21](=[O:24])[CH2:22][CH2:23][C:17]2([CH2:25][C:26]2[CH:31]=[CH:30][CH:29]=[CH:28][N:27]=2)[CH2:16]1)=[O:42]. (2) Given the reactants [H-].[Na+].[F:3][C:4]1[CH:9]=[CH:8][C:7]([OH:10])=[CH:6][CH:5]=1.[H][H].[CH2:13]([O:15][CH:16]([O:19][CH2:20][CH3:21])CBr)[CH3:14], predict the reaction product. The product is: [CH2:13]([O:15][CH:16]([O:19][CH2:20][CH3:21])[O:10][C:7]1[CH:8]=[CH:9][C:4]([F:3])=[CH:5][CH:6]=1)[CH3:14]. (3) The product is: [C:39]([Si:36]([CH3:38])([CH3:37])[O:43][CH2:44][CH2:45][CH2:46][N:14]([CH2:15][CH2:16][CH2:17][C@H:18]1[O:22][C:21](=[O:23])[N:20]([C:24]2[CH:25]=[CH:26][C:27]3[S:32][CH2:31][C:30](=[O:33])[NH:29][C:28]=3[CH:34]=2)[CH2:19]1)[CH:12]1[C:11]2=[C:10]3[C:5](=[CH:4][CH:3]=[C:2]2[F:1])[CH:6]=[CH:7][C:8](=[O:35])[N:9]3[CH2:13]1)([CH3:42])([CH3:41])[CH3:40]. Given the reactants [F:1][C:2]1[C:11]2[CH:12]([NH:14][CH2:15][CH2:16][CH2:17][C@H:18]3[O:22][C:21](=[O:23])[N:20]([C:24]4[CH:25]=[CH:26][C:27]5[S:32][CH2:31][C:30](=[O:33])[NH:29][C:28]=5[CH:34]=4)[CH2:19]3)[CH2:13][N:9]3[C:10]=2[C:5]([CH:6]=[CH:7][C:8]3=[O:35])=[CH:4][CH:3]=1.[Si:36]([O:43][CH2:44][CH2:45][CH:46]=O)([C:39]([CH3:42])([CH3:41])[CH3:40])([CH3:38])[CH3:37], predict the reaction product. (4) Given the reactants [CH2:1]([C:3]1[CH:4]=[N:5][C:6]([NH:9][CH2:10][CH2:11][C:12]2[CH:17]=[CH:16][C:15]([OH:18])=[CH:14][CH:13]=2)=[N:7][CH:8]=1)[CH3:2].Br[CH:20]([CH3:26])[C:21]([O:23][CH2:24][CH3:25])=[O:22].C([O-])([O-])=O.[Cs+].[Cs+], predict the reaction product. The product is: [CH2:1]([C:3]1[CH:4]=[N:5][C:6]([NH:9][CH2:10][CH2:11][C:12]2[CH:13]=[CH:14][C:15]([O:18][CH:20]([CH3:26])[C:21]([O:23][CH2:24][CH3:25])=[O:22])=[CH:16][CH:17]=2)=[N:7][CH:8]=1)[CH3:2]. (5) Given the reactants [O:1]1[CH2:3][CH:2]1[CH2:4][O:5][C:6]1[CH:7]=[C:8]([CH:11]=[CH:12][CH:13]=1)[CH:9]=O.[CH:14]1([NH2:19])[CH2:18][CH2:17][CH2:16][CH2:15]1.[BH4-].[Na+], predict the reaction product. The product is: [O:1]1[CH2:3][CH:2]1[CH2:4][O:5][C:6]1[CH:7]=[C:8]([CH:11]=[CH:12][CH:13]=1)[CH2:9][NH:19][CH:14]1[CH2:18][CH2:17][CH2:16][CH2:15]1.